Dataset: Catalyst prediction with 721,799 reactions and 888 catalyst types from USPTO. Task: Predict which catalyst facilitates the given reaction. (1) Reactant: [Cl:1][C:2]1[CH:7]=[C:6]([Cl:8])[CH:5]=[CH:4][C:3]=1[N:9]1[C:14]2=[N:15][C:16]3[CH:21]=[CH:20][CH:19]=[C:18]([CH:22]([OH:27])[C:23]([F:26])([F:25])[F:24])[C:17]=3[N:13]2[CH2:12][CH2:11][CH2:10]1.[C:28](=O)([O-])[O-].[K+].[K+].CI. Product: [Cl:1][C:2]1[CH:7]=[C:6]([Cl:8])[CH:5]=[CH:4][C:3]=1[N:9]1[C:14]2=[N:15][C:16]3[CH:21]=[CH:20][CH:19]=[C:18]([CH:22]([O:27][CH3:28])[C:23]([F:24])([F:25])[F:26])[C:17]=3[N:13]2[CH2:12][CH2:11][CH2:10]1. The catalyst class is: 35. (2) Reactant: [OH:1][C:2]1[CH:7]=[CH:6][C:5]([C:8]2[NH:9][C:10]3[N:11]([N:15]=[C:16]([CH3:24])[C:17]=3[C:18]3[CH:23]=[CH:22][CH:21]=[CH:20][N:19]=3)[C:12](=[O:14])[CH:13]=2)=[CH:4][CH:3]=1.C(N(CC)CC)C.[N:32]([CH3:35])=[C:33]=[O:34]. Product: [CH3:35][NH:32][C:33](=[O:34])[O:1][C:2]1[CH:7]=[CH:6][C:5]([C:8]2[NH:9][C:10]3[N:11]([N:15]=[C:16]([CH3:24])[C:17]=3[C:18]3[CH:23]=[CH:22][CH:21]=[CH:20][N:19]=3)[C:12](=[O:14])[CH:13]=2)=[CH:4][CH:3]=1. The catalyst class is: 426. (3) Reactant: [Br:1][C:2]1[CH:3]=[CH:4][C:5]([O:8][C:9]2[CH:16]=[CH:15][C:12]([CH:13]=O)=[CH:11][CH:10]=2)=[N:6][CH:7]=1.[CH2:17]([NH2:22])[CH2:18][CH:19]([CH3:21])[CH3:20].C(O[BH-](OC(=O)C)OC(=O)C)(=O)C.[Na+].C(O)(=O)C. Product: [Br:1][C:2]1[CH:3]=[CH:4][C:5]([O:8][C:9]2[CH:16]=[CH:15][C:12]([CH2:13][NH:22][CH2:17][CH2:18][CH:19]([CH3:21])[CH3:20])=[CH:11][CH:10]=2)=[N:6][CH:7]=1. The catalyst class is: 4. (4) Reactant: Br[C:2]1[C:7]2[S:8][C:9]([C:11]3[C:16]([Cl:17])=[CH:15][CH:14]=[CH:13][C:12]=3[Cl:18])=[N:10][C:6]=2[CH:5]=[CH:4][N:3]=1.Cl.[NH2:20][C:21]1[N:26]=[CH:25][N:24]=[C:23]([CH2:27][OH:28])[CH:22]=1.CC1(C)C2C(=C(P(C3C=CC=CC=3)C3C=CC=CC=3)C=CC=2)OC2C(P(C3C=CC=CC=3)C3C=CC=CC=3)=CC=CC1=2.C([O-])([O-])=O.[Cs+].[Cs+]. Product: [Cl:18][C:12]1[CH:13]=[CH:14][CH:15]=[C:16]([Cl:17])[C:11]=1[C:9]1[S:8][C:7]2[C:2]([NH:20][C:21]3[N:26]=[CH:25][N:24]=[C:23]([CH2:27][OH:28])[CH:22]=3)=[N:3][CH:4]=[CH:5][C:6]=2[N:10]=1. The catalyst class is: 62. (5) Reactant: [OH:1][CH2:2][C:3]1[CH:8]=[CH:7][CH:6]=[CH:5][C:4]=1[OH:9].Br[CH2:11][CH:12]1[CH2:15][CH2:14][CH2:13]1.C(=O)([O-])[O-].[K+].[K+]. Product: [CH:12]1([CH2:11][O:9][C:4]2[CH:5]=[CH:6][CH:7]=[CH:8][C:3]=2[CH2:2][OH:1])[CH2:15][CH2:14][CH2:13]1. The catalyst class is: 9. (6) Reactant: [NH2:1][C:2]1[C:3]([F:24])=[CH:4][C:5]([Cl:23])=[C:6]([C:8]2[C:9](=[O:22])[N:10]([CH2:20][CH3:21])[C:11]3[C:16]([CH:17]=2)=[CH:15][N:14]=[C:13]([NH:18][CH3:19])[CH:12]=3)[CH:7]=1.N1C=CC=CC=1.[F:31][C:32]1[CH:37]=[C:36]([N:38]=[C:39]=[O:40])[CH:35]=[C:34]([F:41])[CH:33]=1. Product: [ClH:23].[Cl:23][C:5]1[C:6]([C:8]2[C:9](=[O:22])[N:10]([CH2:20][CH3:21])[C:11]3[C:16]([CH:17]=2)=[CH:15][N:14]=[C:13]([NH:18][CH3:19])[CH:12]=3)=[CH:7][C:2]([NH:1][C:39]([NH:38][C:36]2[CH:35]=[C:34]([F:41])[CH:33]=[C:32]([F:31])[CH:37]=2)=[O:40])=[C:3]([F:24])[CH:4]=1. The catalyst class is: 2. (7) Product: [CH3:25][C@@H:3]1[C@H:2]([NH:1][CH2:32][C:29]2[CH:30]=[CH:31][N:26]=[CH:27][CH:28]=2)[CH2:11][C@@H:10]2[C@:5]([CH3:14])([CH2:6][CH2:7][CH2:8][C:9]2([CH3:13])[CH3:12])[C@H:4]1[C:15]([C:17]1[CH:22]=[C:21]([OH:23])[CH:20]=[C:19]([OH:24])[CH:18]=1)=[O:16]. The catalyst class is: 554. Reactant: [NH2:1][C@@H:2]1[CH2:11][C@@H:10]2[C@:5]([CH3:14])([CH2:6][CH2:7][CH2:8][C:9]2([CH3:13])[CH3:12])[C@@H:4]([C:15]([C:17]2[CH:18]=[C:19]([OH:24])[CH:20]=[C:21]([OH:23])[CH:22]=2)=[O:16])[C@@H:3]1[CH3:25].[N:26]1[CH:31]=[CH:30][C:29]([CH:32]=O)=[CH:28][CH:27]=1.C(O)(=O)C.C(O[BH-](OC(=O)C)OC(=O)C)(=O)C.[Na+]. (8) Reactant: [C:1]([O:5][C:6](=[O:15])[NH:7][CH:8]1[CH2:13][CH2:12][CH:11]([NH2:14])[CH2:10][CH2:9]1)([CH3:4])([CH3:3])[CH3:2].Br[CH2:17][CH2:18][O:19][CH2:20][CH2:21]Br.C(N(CC)CC)C. Product: [O:19]1[CH2:20][CH2:21][N:14]([C@H:11]2[CH2:10][CH2:9][C@H:8]([NH:7][C:6](=[O:15])[O:5][C:1]([CH3:4])([CH3:2])[CH3:3])[CH2:13][CH2:12]2)[CH2:17][CH2:18]1. The catalyst class is: 9. (9) Reactant: [Cl:1][C:2]1[C:7]([F:8])=[CH:6][N:5]=[CH:4][C:3]=1[CH:9]=[N:10]O.C(C1NC=CN=1)(C1NC=CN=1)=O. Product: [Cl:1][C:2]1[C:3]([C:9]#[N:10])=[CH:4][N:5]=[CH:6][C:7]=1[F:8]. The catalyst class is: 4. (10) Reactant: [Br:1][C:2]1[C:15]([I:16])=[CH:14][C:13]2[C:12](=O)[C:11]3[C:6](=[CH:7][C:8]([CH2:30][CH2:31][CH2:32][CH2:33][CH2:34][CH2:35][CH2:36][CH2:37][CH2:38][CH2:39][CH2:40][CH3:41])=[C:9]([CH2:18][CH2:19][CH2:20][CH2:21][CH2:22][CH2:23][CH2:24][CH2:25][CH2:26][CH2:27][CH2:28][CH3:29])[CH:10]=3)[C:5](=O)[C:4]=2[CH:3]=1.[H-].C([Al+]C(C)C)(C)C.Cl.[Cl-].[Na+]. Product: [Br:1][C:2]1[C:15]([I:16])=[CH:14][C:13]2[C:4](=[CH:5][C:6]3[C:11]([CH:12]=2)=[CH:10][C:9]([CH2:18][CH2:19][CH2:20][CH2:21][CH2:22][CH2:23][CH2:24][CH2:25][CH2:26][CH2:27][CH2:28][CH3:29])=[C:8]([CH2:30][CH2:31][CH2:32][CH2:33][CH2:34][CH2:35][CH2:36][CH2:37][CH2:38][CH2:39][CH2:40][CH3:41])[CH:7]=3)[CH:3]=1. The catalyst class is: 247.